From a dataset of Peptide-MHC class I binding affinity with 185,985 pairs from IEDB/IMGT. Regression. Given a peptide amino acid sequence and an MHC pseudo amino acid sequence, predict their binding affinity value. This is MHC class I binding data. (1) The peptide sequence is VVIPMLNPFI. The MHC is HLA-A01:01 with pseudo-sequence HLA-A01:01. The binding affinity (normalized) is 0.290. (2) The peptide sequence is ESRPFDLIK. The MHC is HLA-A31:01 with pseudo-sequence HLA-A31:01. The binding affinity (normalized) is 0.0949. (3) The MHC is HLA-B40:01 with pseudo-sequence HLA-B40:01. The peptide sequence is RSWAHNSL. The binding affinity (normalized) is 0. (4) The peptide sequence is ALMGAVTSL. The MHC is HLA-A02:01 with pseudo-sequence HLA-A02:01. The binding affinity (normalized) is 0.834. (5) The peptide sequence is DLNSFEQLCI. The MHC is HLA-A02:01 with pseudo-sequence HLA-A02:01. The binding affinity (normalized) is 0.218. (6) The peptide sequence is NMAPEKVDF. The MHC is HLA-A02:06 with pseudo-sequence HLA-A02:06. The binding affinity (normalized) is 0.0847. (7) The peptide sequence is RLLGTFTWT. The MHC is HLA-A02:02 with pseudo-sequence HLA-A02:02. The binding affinity (normalized) is 0.466. (8) The peptide sequence is RSLYNTVATLY. The MHC is HLA-B15:03 with pseudo-sequence HLA-B15:03. The binding affinity (normalized) is 0.653. (9) The peptide sequence is IRKPKHLYV. The MHC is HLA-A02:01 with pseudo-sequence HLA-A02:01. The binding affinity (normalized) is 0.0847. (10) The peptide sequence is RQAGVQYSR. The MHC is HLA-A02:01 with pseudo-sequence HLA-A02:01. The binding affinity (normalized) is 0.